From a dataset of Peptide-MHC class I binding affinity with 185,985 pairs from IEDB/IMGT. Regression. Given a peptide amino acid sequence and an MHC pseudo amino acid sequence, predict their binding affinity value. This is MHC class I binding data. (1) The peptide sequence is IMSMMNITRL. The MHC is HLA-A02:06 with pseudo-sequence HLA-A02:06. The binding affinity (normalized) is 0.411. (2) The peptide sequence is FRFNYLIHR. The MHC is Mamu-B17 with pseudo-sequence Mamu-B17. The binding affinity (normalized) is 0.00572.